Dataset: Catalyst prediction with 721,799 reactions and 888 catalyst types from USPTO. Task: Predict which catalyst facilitates the given reaction. (1) Reactant: O1CCCC1.[Cl:6][C:7]1[C:8]([C:13]2[CH:14]=[C:15]3[C:19](=[CH:20][CH:21]=2)[NH:18][N:17]=[C:16]3[NH:22][C:23]2[S:24][C:25]([CH:28]=[O:29])=[CH:26][N:27]=2)=[N:9][CH:10]=[CH:11][CH:12]=1.[C:30](O[C:30]([O:32][C:33]([CH3:36])([CH3:35])[CH3:34])=[O:31])([O:32][C:33]([CH3:36])([CH3:35])[CH3:34])=[O:31]. Product: [Cl:6][C:7]1[C:8]([C:13]2[CH:14]=[C:15]3[C:19](=[CH:20][CH:21]=2)[N:18]([C:30]([O:32][C:33]([CH3:36])([CH3:35])[CH3:34])=[O:31])[N:17]=[C:16]3[NH:22][C:23]2[S:24][C:25]([CH:28]=[O:29])=[CH:26][N:27]=2)=[N:9][CH:10]=[CH:11][CH:12]=1. The catalyst class is: 768. (2) Reactant: Cl.[CH3:2][C:3]1[CH:27]=[CH:26][C:6]([C:7]([NH:9][C:10]2[CH:15]=[C:14]([C:16]([F:19])([F:18])[F:17])[CH:13]=[C:12]([N:20]3[CH:24]=[C:23]([CH3:25])[N:22]=[CH:21]3)[CH:11]=2)=[O:8])=[CH:5][C:4]=1[NH:28][C:29]1[N:34]=[C:33]([C:35]2[CH:36]=[N:37][CH:38]=[CH:39][CH:40]=2)[CH:32]=[CH:31][N:30]=1.O. Product: [CH3:2][C:3]1[CH:27]=[CH:26][C:6]([C:7]([NH:9][C:10]2[CH:15]=[C:14]([C:16]([F:17])([F:18])[F:19])[CH:13]=[C:12]([N:20]3[CH:24]=[C:23]([CH3:25])[N:22]=[CH:21]3)[CH:11]=2)=[O:8])=[CH:5][C:4]=1[NH:28][C:29]1[N:34]=[C:33]([C:35]2[CH:36]=[N:37][CH:38]=[CH:39][CH:40]=2)[CH:32]=[CH:31][N:30]=1. The catalyst class is: 5. (3) Reactant: Cl.[C:2]12([CH2:12][CH2:13][NH:14][CH2:15][CH2:16][CH2:17][CH2:18][CH3:19])[CH2:11][CH:6]3[CH2:7][CH:8]([CH2:10][CH:4]([CH2:5]3)[CH2:3]1)[CH2:9]2.[C:20](Cl)(=[O:27])[CH2:21][O:22][CH2:23][C:24](Cl)=[O:25].C(N(CC)CC)C.[CH3:36][OH:37]. Product: [C:2]12([CH2:12][CH2:13][N:14]([CH2:15][CH2:16][CH2:17][CH2:18][CH3:19])[C:20](=[O:27])[CH2:21][O:22][CH2:23][C:24]([O:37][CH3:36])=[O:25])[CH2:9][CH:8]3[CH2:7][CH:6]([CH2:5][CH:4]([CH2:10]3)[CH2:3]1)[CH2:11]2. The catalyst class is: 4. (4) Reactant: Cl.[Cl:2][C:3]1[CH:8]=[C:7]([F:9])[CH:6]=[CH:5][C:4]=1/[C:10](/[CH2:34][CH3:35])=[C:11](\[C:21]1[CH:26]=[CH:25][C:24](/[CH:27]=[CH:28]/[C:29]([O:31]CC)=[O:30])=[CH:23][CH:22]=1)/[C:12]1[CH:13]=[C:14]2[C:18](=[CH:19][CH:20]=1)[NH:17][N:16]=[CH:15]2.C(O)C.[Li+].[OH-]. Product: [Cl:2][C:3]1[CH:8]=[C:7]([F:9])[CH:6]=[CH:5][C:4]=1/[C:10](/[CH2:34][CH3:35])=[C:11](\[C:21]1[CH:26]=[CH:25][C:24](/[CH:27]=[CH:28]/[C:29]([OH:31])=[O:30])=[CH:23][CH:22]=1)/[C:12]1[CH:13]=[C:14]2[C:18](=[CH:19][CH:20]=1)[NH:17][N:16]=[CH:15]2. The catalyst class is: 6. (5) Product: [F:1][C:2]1[CH:3]=[C:4]2[C:9](=[C:10]([N+:12]([O-:14])=[O:13])[CH:11]=1)[N:8]=[CH:7][C:6]([OH:15])=[CH:5]2. The catalyst class is: 86. Reactant: [F:1][C:2]1[CH:3]=[C:4]2[C:9](=[C:10]([N+:12]([O-:14])=[O:13])[CH:11]=1)[N:8]=[CH:7][CH:6]=[CH:5]2.[OH:15]O.